Dataset: Full USPTO retrosynthesis dataset with 1.9M reactions from patents (1976-2016). Task: Predict the reactants needed to synthesize the given product. Given the product [F:25][C:23]([F:26])([F:24])[C:19]1[CH:18]=[C:17]([CH:22]=[CH:21][CH:20]=1)[C:16]([NH:15][C:11]1[CH:10]=[C:9]([CH:14]=[CH:13][CH:12]=1)[O:8][C:5]1[CH:4]=[CH:3][C:2]([NH:1][C:34]([NH:33][C:31](=[O:32])[O:30][CH2:28][CH3:29])=[S:35])=[N:7][CH:6]=1)=[O:27], predict the reactants needed to synthesize it. The reactants are: [NH2:1][C:2]1[N:7]=[CH:6][C:5]([O:8][C:9]2[CH:10]=[C:11]([NH:15][C:16](=[O:27])[C:17]3[CH:22]=[CH:21][CH:20]=[C:19]([C:23]([F:26])([F:25])[F:24])[CH:18]=3)[CH:12]=[CH:13][CH:14]=2)=[CH:4][CH:3]=1.[CH2:28]([O:30][C:31]([N:33]=[C:34]=[S:35])=[O:32])[CH3:29].O.